From a dataset of Full USPTO retrosynthesis dataset with 1.9M reactions from patents (1976-2016). Predict the reactants needed to synthesize the given product. (1) The reactants are: [C:1]([C:3]([C:6]1[CH:7]=[C:8]([CH:29]=[CH:30][CH:31]=1)[C:9]([NH:11][C:12]1[CH:17]=[CH:16][CH:15]=[C:14]([O:18][C:19]2[CH:24]=[CH:23][C:22]([N+:25]([O-])=O)=[CH:21][C:20]=2[F:28])[CH:13]=1)=[O:10])([CH3:5])[CH3:4])#[N:2].[Cl-].[Ca+2].[Cl-].O. Given the product [NH2:25][C:22]1[CH:23]=[CH:24][C:19]([O:18][C:14]2[CH:13]=[C:12]([NH:11][C:9](=[O:10])[C:8]3[CH:29]=[CH:30][CH:31]=[C:6]([C:3]([C:1]#[N:2])([CH3:5])[CH3:4])[CH:7]=3)[CH:17]=[CH:16][CH:15]=2)=[C:20]([F:28])[CH:21]=1, predict the reactants needed to synthesize it. (2) Given the product [C:1]([O:5][C:6]([N:8]1[CH2:9][CH2:10][CH:11]([O:14][C:15]2[CH:39]=[C:38]([S:40]([CH3:41])(=[O:55])=[O:53])[CH:37]=[CH:36][C:16]=2[C:17]([NH:19][C:20]2[CH:35]=[CH:34][CH:33]=[CH:32][C:21]=2[C:22]([NH:24][C:25]2[CH:30]=[CH:29][C:28]([Cl:31])=[CH:27][N:26]=2)=[O:23])=[O:18])[CH2:12][CH2:13]1)=[O:7])([CH3:4])([CH3:3])[CH3:2], predict the reactants needed to synthesize it. The reactants are: [C:1]([O:5][C:6]([N:8]1[CH2:13][CH2:12][CH:11]([O:14][C:15]2[CH:39]=[C:38]([S:40][CH3:41])[CH:37]=[CH:36][C:16]=2[C:17]([NH:19][C:20]2[CH:35]=[CH:34][CH:33]=[CH:32][C:21]=2[C:22]([NH:24][C:25]2[CH:30]=[CH:29][C:28]([Cl:31])=[CH:27][N:26]=2)=[O:23])=[O:18])[CH2:10][CH2:9]1)=[O:7])([CH3:4])([CH3:3])[CH3:2].ClC1C=C(C=CC=1)C(OO)=O.[OH-:53].[Ca+2].[OH-:55].